From a dataset of Forward reaction prediction with 1.9M reactions from USPTO patents (1976-2016). Predict the product of the given reaction. (1) Given the reactants O1CCCCC1[O:7][CH2:8][C@H:9]1[CH2:15][CH2:14][C:11]2([CH2:13][CH2:12]2)[O:10]1.CC1C=CC(S([O-])(=O)=O)=CC=1.C1C=C[NH+]=CC=1, predict the reaction product. The product is: [OH:7][CH2:8][C@H:9]1[CH2:15][CH2:14][C:11]2([CH2:13][CH2:12]2)[O:10]1. (2) Given the reactants [Cl:1][C:2]1[C:7]([N+:8]([O-:10])=[O:9])=[C:6](Cl)[CH:5]=[CH:4][N:3]=1.[C:12]([O:16][C:17]([N:19]1[CH2:24][CH2:23][NH:22][CH2:21][CH2:20]1)=[O:18])([CH3:15])([CH3:14])[CH3:13], predict the reaction product. The product is: [C:12]([O:16][C:17]([N:19]1[CH2:24][CH2:23][N:22]([C:6]2[CH:5]=[CH:4][N:3]=[C:2]([Cl:1])[C:7]=2[N+:8]([O-:10])=[O:9])[CH2:21][CH2:20]1)=[O:18])([CH3:15])([CH3:13])[CH3:14]. (3) Given the reactants [C:1]([O:5][C:6]([NH:8][C:9]1[CH:10]=[C:11]([CH:15]=[CH:16][CH:17]=1)[C:12]([OH:14])=O)=[O:7])([CH3:4])([CH3:3])[CH3:2].CCN=C=NCCCN(C)C.C1C=CC2N(O)N=NC=2C=1.CCN(CC)CC.[NH2:46][CH2:47][CH:48]([OH:60])[CH2:49][N:50]1[CH2:59][CH2:58][C:57]2[C:52](=[CH:53][CH:54]=[CH:55][CH:56]=2)[CH2:51]1, predict the reaction product. The product is: [C:1]([O:5][C:6](=[O:7])[NH:8][C:9]1[CH:17]=[CH:16][CH:15]=[C:11]([C:12](=[O:14])[NH:46][CH2:47][CH:48]([OH:60])[CH2:49][N:50]2[CH2:59][CH2:58][C:57]3[C:52](=[CH:53][CH:54]=[CH:55][CH:56]=3)[CH2:51]2)[CH:10]=1)([CH3:2])([CH3:3])[CH3:4]. (4) Given the reactants [CH3:1][C:2]([C:4]([CH3:6])=[CH2:5])=[CH2:3].[CH3:7][O:8][C:9](=[O:16])[C:10]#[C:11][C:12]([O:14][CH3:15])=[O:13], predict the reaction product. The product is: [CH3:7][O:8][C:9]([C:10]1[CH2:5][C:4]([CH3:6])=[C:2]([CH3:3])[CH2:1][C:11]=1[C:12]([O:14][CH3:15])=[O:13])=[O:16]. (5) Given the reactants Cl[C:2]1[N:7]=[CH:6][C:5]([O:8][CH:9]2[CH2:14][CH2:13][N:12]([C:15]([O:17][C:18]([CH3:21])([CH3:20])[CH3:19])=[O:16])[CH2:11][CH2:10]2)=[CH:4][CH:3]=1.[NH:22]1[C:30]2[C:25](=[CH:26][C:27]([NH:31][C:32](=[O:37])[C:33]([CH3:36])([CH3:35])[CH3:34])=[CH:28][CH:29]=2)[CH:24]=[CH:23]1, predict the reaction product. The product is: [C:32]([NH:31][C:27]1[CH:26]=[C:25]2[C:30](=[CH:29][CH:28]=1)[N:22]([C:2]1[N:7]=[CH:6][C:5]([O:8][CH:9]3[CH2:14][CH2:13][N:12]([C:15]([O:17][C:18]([CH3:21])([CH3:20])[CH3:19])=[O:16])[CH2:11][CH2:10]3)=[CH:4][CH:3]=1)[CH:23]=[CH:24]2)(=[O:37])[C:33]([CH3:36])([CH3:35])[CH3:34].